Dataset: NCI-60 drug combinations with 297,098 pairs across 59 cell lines. Task: Regression. Given two drug SMILES strings and cell line genomic features, predict the synergy score measuring deviation from expected non-interaction effect. Synergy scores: CSS=41.0, Synergy_ZIP=-2.73, Synergy_Bliss=-6.18, Synergy_Loewe=-32.6, Synergy_HSA=-7.41. Cell line: MOLT-4. Drug 2: CC(C)NC(=O)C1=CC=C(C=C1)CNNC.Cl. Drug 1: C1CN1P(=S)(N2CC2)N3CC3.